This data is from Catalyst prediction with 721,799 reactions and 888 catalyst types from USPTO. The task is: Predict which catalyst facilitates the given reaction. (1) Reactant: [H-].[Na+].[C:3]1([NH:9][C:10]2[CH:11]=[C:12]([CH:18]=[CH:19][CH:20]=2)[C:13]([O:15]CC)=[O:14])[CH:8]=[CH:7][CH:6]=[CH:5][CH:4]=1.[CH3:21]I. Product: [CH3:21][N:9]([C:3]1[CH:4]=[CH:5][CH:6]=[CH:7][CH:8]=1)[C:10]1[CH:11]=[C:12]([CH:18]=[CH:19][CH:20]=1)[C:13]([OH:15])=[O:14]. The catalyst class is: 20. (2) Reactant: ClC1C=CC=C(C(OO)=O)C=1.S([O-])([O-])(=O)=O.[Mg+2].B(F)(F)F.CCOCC.[CH2:27]([O:29][C:30](=[O:44])[C:31]1[CH:36]=[CH:35][C:34]([CH:37]2[CH2:41][CH:40]([O:42]C)[O:39][CH2:38]2)=[CH:33][CH:32]=1)[CH3:28]. Product: [CH2:27]([O:29][C:30](=[O:44])[C:31]1[CH:32]=[CH:33][C:34]([CH:37]2[CH2:41][C:40](=[O:42])[O:39][CH2:38]2)=[CH:35][CH:36]=1)[CH3:28]. The catalyst class is: 363. (3) Reactant: [F:1][C:2]([F:12])([F:11])[C:3]1[CH:4]=[C:5]([NH:9][CH3:10])[CH:6]=[CH:7][CH:8]=1.[Cl:13][CH2:14][C:15](Cl)=[O:16].C([N+](CCCC)(CCCC)CCCC)CCC.C([O-])([O-])=O.[K+].[K+]. Product: [Cl:13][CH2:14][C:15]([N:9]([CH3:10])[C:5]1[CH:6]=[CH:7][CH:8]=[C:3]([C:2]([F:1])([F:11])[F:12])[CH:4]=1)=[O:16]. The catalyst class is: 34.